Dataset: Forward reaction prediction with 1.9M reactions from USPTO patents (1976-2016). Task: Predict the product of the given reaction. (1) Given the reactants Cl[C:2]1[C:11]2[C:6](=[CH:7][C:8]([Cl:12])=[CH:9][CH:10]=2)[N:5]=[C:4]([NH2:13])[CH:3]=1.[F:14][C:15]1[CH:20]=[CH:19][C:18]([CH2:21][C:22]([OH:24])=O)=[CH:17][CH:16]=1.CN(C(ON1N=[N:40][C:35]2C=[CH:37][CH:38]=[N:39][C:34]1=2)=[N+](C)C)C.F[P-](F)(F)(F)(F)F.C(N(CC)CC)C, predict the reaction product. The product is: [Cl:12][C:8]1[CH:7]=[C:6]2[C:11]([C:2]([N:39]3[CH2:34][CH2:35][N:40]([C:22](=[O:24])[CH2:21][C:18]4[CH:17]=[CH:16][C:15]([F:14])=[CH:20][CH:19]=4)[CH2:37][CH2:38]3)=[CH:3][C:4]([NH2:13])=[N:5]2)=[CH:10][CH:9]=1. (2) Given the reactants C1(C)C=CC=CC=1.[F:8][C:9]1[CH:37]=[CH:36][C:12]([NH:13][C:14]2[CH:26]=[C:25](B3OC(C)(C)C(C)(C)O3)[CH:24]=[CH:23][C:15]=2[C:16]([O:18][C:19]([CH3:22])([CH3:21])[CH3:20])=[O:17])=[CH:11][CH:10]=1.Br[C:39]1[CH:40]=[CH:41][C:42]2[S:46][CH:45]=[CH:44][C:43]=2[CH:47]=1.C(=O)([O-])O.[Na+], predict the reaction product. The product is: [S:46]1[C:42]2[CH:41]=[CH:40][C:39]([C:25]3[CH:24]=[CH:23][C:15]([C:16]([O:18][C:19]([CH3:21])([CH3:22])[CH3:20])=[O:17])=[C:14]([NH:13][C:12]4[CH:36]=[CH:37][C:9]([F:8])=[CH:10][CH:11]=4)[CH:26]=3)=[CH:47][C:43]=2[CH:44]=[CH:45]1. (3) Given the reactants [CH3:1][O:2][CH2:3][CH2:4][CH2:5][O:6][C:7]1[CH:8]=[C:9]([CH2:21][CH2:22][C:23]([O:25][CH2:26][CH3:27])=[O:24])[CH:10]=[CH:11][C:12]=1OS(C(F)(F)F)(=O)=O.[N:28]1[CH:33]=[CH:32][CH:31]=[C:30](B(O)O)[CH:29]=1.[F-].[Cs+], predict the reaction product. The product is: [CH3:1][O:2][CH2:3][CH2:4][CH2:5][O:6][C:7]1[CH:8]=[C:9]([CH2:21][CH2:22][C:23]([O:25][CH2:26][CH3:27])=[O:24])[CH:10]=[CH:11][C:12]=1[C:30]1[CH:29]=[N:28][CH:33]=[CH:32][CH:31]=1. (4) Given the reactants [C:1]([O:5][C:6](=[O:31])[NH:7][C:8]1[CH:13]=[CH:12][C:11]([CH3:14])=[C:10]([NH:15][C:16]2[C:21]([C:22]3[CH:27]=[C:26](S(C)=O)[N:25]=[CH:24][N:23]=3)=[CH:20][N:19]=[CH:18][N:17]=2)[CH:9]=1)([CH3:4])([CH3:3])[CH3:2].C(N(C(C)C)CC)(C)C.[N:41]1([CH2:47][CH2:48][NH2:49])[CH2:46][CH2:45][O:44][CH2:43][CH2:42]1, predict the reaction product. The product is: [C:1]([O:5][C:6](=[O:31])[NH:7][C:8]1[CH:13]=[CH:12][C:11]([CH3:14])=[C:10]([NH:15][C:16]2[C:21]([C:22]3[CH:27]=[C:26]([NH:49][CH2:48][CH2:47][N:41]4[CH2:46][CH2:45][O:44][CH2:43][CH2:42]4)[N:25]=[CH:24][N:23]=3)=[CH:20][N:19]=[CH:18][N:17]=2)[CH:9]=1)([CH3:4])([CH3:3])[CH3:2]. (5) Given the reactants F[C:2]1[N:7]=[CH:6][C:5]([C:8]2[C:17]3[C:12](=[CH:13][C:14]([O:20][CH3:21])=[C:15]([O:18][CH3:19])[CH:16]=3)[CH:11]=[CH:10][N:9]=2)=[CH:4][CH:3]=1.[CH3:22][C@H:23]1[O:28][C@@H:27]([CH3:29])[CH2:26][NH:25][CH2:24]1.O.CCOC(C)=O, predict the reaction product. The product is: [CH3:29][C@H:27]1[CH2:26][N:25]([C:2]2[N:7]=[CH:6][C:5]([C:8]3[C:17]4[C:12](=[CH:13][C:14]([O:20][CH3:21])=[C:15]([O:18][CH3:19])[CH:16]=4)[CH:11]=[CH:10][N:9]=3)=[CH:4][CH:3]=2)[CH2:24][C@@H:23]([CH3:22])[O:28]1.